From a dataset of Full USPTO retrosynthesis dataset with 1.9M reactions from patents (1976-2016). Predict the reactants needed to synthesize the given product. (1) Given the product [F:8][C:5]1[CH:6]=[CH:7][C:2]([C:16]#[N:17])=[C:3]([N:9]2[C:13](=[O:14])[N:12]([CH3:15])[CH:11]=[N:10]2)[CH:4]=1, predict the reactants needed to synthesize it. The reactants are: Br[C:2]1[CH:7]=[CH:6][C:5]([F:8])=[CH:4][C:3]=1[N:9]1[C:13](=[O:14])[N:12]([CH3:15])[CH:11]=[N:10]1.[C:16]([Cu])#[N:17]. (2) The reactants are: [CH3:1][O:2][C:3](=[O:40])[NH:4][CH:5]([C:9]([N:11]1[CH2:15][CH2:14][CH2:13][CH:12]1[C:16](=[O:39])[NH:17][C:18]1[CH:19]=[C:20]([C:24]2[CH:29]=[CH:28][C:27](B3OC(C)(C)C(C)(C)O3)=[CH:26][CH:25]=2)[CH:21]=[CH:22][CH:23]=1)=[O:10])[CH:6]([CH3:8])[CH3:7].[CH3:41][O:42][C:43](=[O:68])[NH:44][CH:45]([C:49]([N:51]1[CH2:55][CH2:54][CH2:53][CH:52]1[C:56]1[NH:57][C:58]([C:61]2[CH:66]=[CH:65][C:64](Br)=[CH:63][CH:62]=2)=[CH:59][N:60]=1)=[O:50])[CH:46]([CH3:48])[CH3:47].C(=O)([O-])[O-].[K+].[K+]. Given the product [CH3:1][O:2][C:3](=[O:40])[NH:4][CH:5]([C:9]([N:11]1[CH2:15][CH2:14][CH2:13][CH:12]1[C:16](=[O:39])[NH:17][C:18]1[CH:19]=[C:20]([C:24]2[CH:25]=[CH:26][C:27]([C:64]3[CH:65]=[CH:66][C:61]([C:58]4[NH:57][C:56]([CH:52]5[CH2:53][CH2:54][CH2:55][N:51]5[C:49](=[O:50])[CH:45]([NH:44][C:43]([O:42][CH3:41])=[O:68])[CH:46]([CH3:48])[CH3:47])=[N:60][CH:59]=4)=[CH:62][CH:63]=3)=[CH:28][CH:29]=2)[CH:21]=[CH:22][CH:23]=1)=[O:10])[CH:6]([CH3:8])[CH3:7], predict the reactants needed to synthesize it. (3) Given the product [C:11]([C:2]1[CH:3]=[CH:4][C:5]2=[N:9][S:8][N:7]=[C:6]2[CH:10]=1)#[N:12], predict the reactants needed to synthesize it. The reactants are: Br[C:2]1[CH:3]=[CH:4][C:5]2[C:6]([CH:10]=1)=[N:7][S:8][N:9]=2.[C:11]([Cu])#[N:12].